The task is: Predict which catalyst facilitates the given reaction.. This data is from Catalyst prediction with 721,799 reactions and 888 catalyst types from USPTO. (1) Product: [C:1]1([CH2:7][O:8][C:9](=[O:17])[NH:10][CH2:11][C@@H:12]2[CH2:16][CH2:15][N:14]([CH2:19][CH2:18][C:20]3[C:29]4[C:24](=[CH:25][CH:26]=[C:27]([O:30][CH3:31])[N:28]=4)[N:23]=[CH:22][C:21]=3[F:32])[CH2:13]2)[CH:2]=[CH:3][CH:4]=[CH:5][CH:6]=1. Reactant: [C:1]1([CH2:7][O:8][C:9](=[O:17])[NH:10][CH2:11][C@H:12]2[CH2:16][CH2:15][NH:14][CH2:13]2)[CH:6]=[CH:5][CH:4]=[CH:3][CH:2]=1.[CH:18]([C:20]1[C:21]([F:32])=[CH:22][N:23]=[C:24]2[C:29]=1[N:28]=[C:27]([O:30][CH3:31])[CH:26]=[CH:25]2)=[CH2:19]. The catalyst class is: 3. (2) Reactant: Br[C:2]1[CH:7]=[CH:6][C:5]([N+:8]([O-:10])=[O:9])=[CH:4][C:3]=1[O:11][CH3:12].[CH2:13]([N:20]1[CH:24]=[C:23](B2OC(C)(C)C(C)(C)O2)[CH:22]=[N:21]1)[C:14]1[CH:19]=[CH:18][CH:17]=[CH:16][CH:15]=1.C(=O)([O-])[O-].[Na+].[Na+].C([O-])(O)=O.[Na+]. Product: [CH2:13]([N:20]1[CH:24]=[C:23]([C:2]2[CH:7]=[CH:6][C:5]([N+:8]([O-:10])=[O:9])=[CH:4][C:3]=2[O:11][CH3:12])[CH:22]=[N:21]1)[C:14]1[CH:19]=[CH:18][CH:17]=[CH:16][CH:15]=1. The catalyst class is: 516. (3) Reactant: [C:1]([CH2:3][CH2:4][C:5]1[N:10]=[C:9]([C:11]#[N:12])[CH:8]=[CH:7][CH:6]=1)#[N:2].[C:13](OC)(=[O:21])[C:14]1[C:15](=[CH:17][CH:18]=[CH:19][CH:20]=1)[SH:16].C(N(CC)CC)C. Product: [O:21]=[C:13]1[C:14]2[CH:20]=[CH:19][CH:18]=[CH:17][C:15]=2[S:16][C:11]([C:9]2[N:10]=[C:5]([CH2:4][CH2:3][C:1]#[N:2])[CH:6]=[CH:7][CH:8]=2)=[N:12]1. The catalyst class is: 11. (4) Reactant: [NH2:1][C:2]1[C:7]([F:8])=[C:6]([C:9]2[C:14]3[S:15][CH:16]=[CH:17][C:13]=3[CH:12]=[CH:11][CH:10]=2)[N:5]=[C:4]([C:18]([O:20][CH3:21])=[O:19])[C:3]=1[Cl:22].C(=O)=O.[Br:26]Br. Product: [NH2:1][C:2]1[C:7]([F:8])=[C:6]([C:9]2[C:14]3[S:15][CH:16]=[C:17]([Br:26])[C:13]=3[CH:12]=[CH:11][CH:10]=2)[N:5]=[C:4]([C:18]([O:20][CH3:21])=[O:19])[C:3]=1[Cl:22]. The catalyst class is: 4. (5) Reactant: [CH2:1]([O:3][P:4]([CH2:9][C:10]1[CH:18]=[CH:17][C:13]([C:14](O)=[O:15])=[CH:12][CH:11]=1)([O:6][CH2:7][CH3:8])=[O:5])[CH3:2].B.C1COCC1.C1C=C[NH+]=CC=1.[O-][Cr](Cl)(=O)=O.C(OCC)C. Product: [CH2:7]([O:6][P:4]([CH2:9][C:10]1[CH:11]=[CH:12][C:13]([CH:14]=[O:15])=[CH:17][CH:18]=1)([O:3][CH2:1][CH3:2])=[O:5])[CH3:8]. The catalyst class is: 76. (6) Reactant: [Cl:1][C:2]1[N:7]=[C:6]([C:8]([OH:10])=O)[CH:5]=[CH:4][CH:3]=1.CCN=C=NCCCN(C)C.Cl.[CH2:23]([NH2:27])[CH2:24][CH2:25][CH3:26]. Product: [CH2:23]([NH:27][C:8]([C:6]1[CH:5]=[CH:4][CH:3]=[C:2]([Cl:1])[N:7]=1)=[O:10])[CH2:24][CH2:25][CH3:26]. The catalyst class is: 2.